Task: Predict the reactants needed to synthesize the given product.. Dataset: Full USPTO retrosynthesis dataset with 1.9M reactions from patents (1976-2016) Given the product [Br:1][C:2]1[CH:3]=[C:4]2[C:9](=[N:10][CH:11]=1)[N:8]([CH2:12][CH2:13][N:26]([CH3:27])[CH3:25])[CH:7]=[C:6]([C:19]([O:21][CH2:22][CH3:23])=[O:20])[C:5]2=[O:24], predict the reactants needed to synthesize it. The reactants are: [Br:1][C:2]1[CH:3]=[C:4]2[C:9](=[N:10][CH:11]=1)[N:8]([CH2:12][CH2:13]OS(C)(=O)=O)[CH:7]=[C:6]([C:19]([O:21][CH2:22][CH3:23])=[O:20])[C:5]2=[O:24].[CH3:25][N:26](C)[CH2:27]CN.